Dataset: Peptide-MHC class I binding affinity with 185,985 pairs from IEDB/IMGT. Task: Regression. Given a peptide amino acid sequence and an MHC pseudo amino acid sequence, predict their binding affinity value. This is MHC class I binding data. (1) The peptide sequence is DEDHAHWTEA. The MHC is HLA-A32:01 with pseudo-sequence HLA-A32:01. The binding affinity (normalized) is 0.448. (2) The peptide sequence is GMSLLEYGV. The binding affinity (normalized) is 0.778. The MHC is HLA-A02:06 with pseudo-sequence HLA-A02:06. (3) The peptide sequence is KRFYQTVGF. The MHC is HLA-B57:01 with pseudo-sequence HLA-B57:01. The binding affinity (normalized) is 0.0847. (4) The peptide sequence is EHGIVIRAF. The MHC is HLA-B35:01 with pseudo-sequence HLA-B35:01. The binding affinity (normalized) is 0.0847. (5) The peptide sequence is SYGEYQSYS. The MHC is HLA-A24:02 with pseudo-sequence HLA-A24:02. The binding affinity (normalized) is 0. (6) The peptide sequence is GPEGPLGQL. The MHC is HLA-A02:01 with pseudo-sequence HLA-A02:01. The binding affinity (normalized) is 0.213.